This data is from Forward reaction prediction with 1.9M reactions from USPTO patents (1976-2016). The task is: Predict the product of the given reaction. (1) Given the reactants [CH:1]1[C:14]2[S:13][C:12]3[C:7](=[CH:8][CH:9]=[CH:10][CH:11]=3)[S:6][C:5]=2[CH:4]=[CH:3][CH:2]=1.[N+]([O-])(O)=[O:16], predict the reaction product. The product is: [CH:11]1[C:12]2[S:13][C:14]3[C:5](=[CH:4][CH:3]=[CH:2][CH:1]=3)[S:6](=[O:16])[C:7]=2[CH:8]=[CH:9][CH:10]=1. (2) Given the reactants [Cl:1][C:2]1[CH:7]=[CH:6][C:5]([S:8]([NH:11][CH:12]2[CH2:21][CH2:20][C:19]3[C:14](=[CH:15][CH:16]=[CH:17][C:18]=3[CH2:22][CH2:23][CH:24]([OH:29])[C:25]([F:28])([F:27])[F:26])[CH2:13]2)(=[O:10])=[O:9])=[CH:4][CH:3]=1.CC(OI1(OC(C)=O)(OC(C)=O)OC(=O)C2C=CC=CC1=2)=O.FC(O)(F)F, predict the reaction product. The product is: [Cl:1][C:2]1[CH:3]=[CH:4][C:5]([S:8]([NH:11][CH:12]2[CH2:21][CH2:20][C:19]3[C:14](=[CH:15][CH:16]=[CH:17][C:18]=3[CH2:22][CH2:23][C:24](=[O:29])[C:25]([F:26])([F:27])[F:28])[CH2:13]2)(=[O:10])=[O:9])=[CH:6][CH:7]=1. (3) Given the reactants Cl[C:2]1[CH:7]=[C:6]([O:8][C:9]2[C:10]([CH3:16])=[N:11][C:12]([CH3:15])=[CH:13][CH:14]=2)[CH:5]=[CH:4][N:3]=1.[NH2:17][C:18]1[CH:23]=[CH:22][C:21]([S:24]([NH:27][CH2:28][CH2:29]Cl)(=[O:26])=[O:25])=[CH:20][CH:19]=1.O.C1(C)C=CC(S(O)(=O)=O)=CC=1.[NH:43]1[CH2:48][CH2:47][O:46][CH2:45][CH2:44]1, predict the reaction product. The product is: [CH3:16][C:10]1[C:9]([O:8][C:6]2[CH:5]=[CH:4][N:3]=[C:2]([NH:17][C:18]3[CH:23]=[CH:22][C:21]([S:24]([NH:27][CH2:28][CH2:29][N:43]4[CH2:48][CH2:47][O:46][CH2:45][CH2:44]4)(=[O:26])=[O:25])=[CH:20][CH:19]=3)[CH:7]=2)=[CH:14][CH:13]=[C:12]([CH3:15])[N:11]=1. (4) Given the reactants [C:1]([O:5][C:6]([NH:8][C:9]([O:11][C:12]([CH3:15])([CH3:14])[CH3:13])=[O:10])=[O:7])([CH3:4])([CH3:3])[CH3:2].[H-].[Na+].[CH2:18]([O:25][C:26]1[CH:31]=[CH:30][CH:29]=[C:28]([CH2:32]Cl)[CH:27]=1)[C:19]1[CH:24]=[CH:23][CH:22]=[CH:21][CH:20]=1.ClCCl, predict the reaction product. The product is: [C:12]([O:11][C:9]([N:8]([CH2:32][C:28]1[CH:29]=[CH:30][CH:31]=[C:26]([O:25][CH2:18][C:19]2[CH:24]=[CH:23][CH:22]=[CH:21][CH:20]=2)[CH:27]=1)[C:6]([O:5][C:1]([CH3:4])([CH3:3])[CH3:2])=[O:7])=[O:10])([CH3:15])([CH3:14])[CH3:13].